The task is: Regression. Given two drug SMILES strings and cell line genomic features, predict the synergy score measuring deviation from expected non-interaction effect.. This data is from NCI-60 drug combinations with 297,098 pairs across 59 cell lines. (1) Drug 1: C1=CC(=CC=C1C#N)C(C2=CC=C(C=C2)C#N)N3C=NC=N3. Drug 2: CC(C)CN1C=NC2=C1C3=CC=CC=C3N=C2N. Cell line: UO-31. Synergy scores: CSS=-1.64, Synergy_ZIP=0.144, Synergy_Bliss=-1.42, Synergy_Loewe=-0.680, Synergy_HSA=-1.08. (2) Drug 1: CC(C1=C(C=CC(=C1Cl)F)Cl)OC2=C(N=CC(=C2)C3=CN(N=C3)C4CCNCC4)N. Drug 2: CC1=C(C=C(C=C1)C(=O)NC2=CC(=CC(=C2)C(F)(F)F)N3C=C(N=C3)C)NC4=NC=CC(=N4)C5=CN=CC=C5. Cell line: U251. Synergy scores: CSS=4.91, Synergy_ZIP=0.713, Synergy_Bliss=6.57, Synergy_Loewe=3.98, Synergy_HSA=4.34. (3) Drug 1: CN1CCC(CC1)COC2=C(C=C3C(=C2)N=CN=C3NC4=C(C=C(C=C4)Br)F)OC. Drug 2: CNC(=O)C1=CC=CC=C1SC2=CC3=C(C=C2)C(=NN3)C=CC4=CC=CC=N4. Cell line: NCI-H226. Synergy scores: CSS=21.2, Synergy_ZIP=2.54, Synergy_Bliss=5.97, Synergy_Loewe=4.09, Synergy_HSA=4.59. (4) Drug 1: C1=NC2=C(N1)C(=S)N=C(N2)N. Drug 2: C(=O)(N)NO. Cell line: RXF 393. Synergy scores: CSS=12.0, Synergy_ZIP=-6.84, Synergy_Bliss=-7.81, Synergy_Loewe=-12.7, Synergy_HSA=-7.02. (5) Drug 1: CC1C(C(CC(O1)OC2CC(OC(C2O)C)OC3=CC4=CC5=C(C(=O)C(C(C5)C(C(=O)C(C(C)O)O)OC)OC6CC(C(C(O6)C)O)OC7CC(C(C(O7)C)O)OC8CC(C(C(O8)C)O)(C)O)C(=C4C(=C3C)O)O)O)O. Drug 2: C1=NC2=C(N1)C(=S)N=CN2. Cell line: SR. Synergy scores: CSS=70.3, Synergy_ZIP=-2.75, Synergy_Bliss=-5.77, Synergy_Loewe=-7.10, Synergy_HSA=-5.44. (6) Drug 1: C1=NC2=C(N1)C(=S)N=C(N2)N. Drug 2: CCCCCOC(=O)NC1=NC(=O)N(C=C1F)C2C(C(C(O2)C)O)O. Cell line: NCIH23. Synergy scores: CSS=52.9, Synergy_ZIP=-3.56, Synergy_Bliss=-3.36, Synergy_Loewe=-22.7, Synergy_HSA=-3.56.